This data is from Cav3 T-type calcium channel HTS with 100,875 compounds. The task is: Binary Classification. Given a drug SMILES string, predict its activity (active/inactive) in a high-throughput screening assay against a specified biological target. (1) The molecule is O=C(Nc1c2c([nH]c1C(OC)=O)cccc2OC)C(N1CCC(CC1)C)C. The result is 0 (inactive). (2) The compound is O=C(N)/C(=C(/NCCCn1ccnc1)C)C#N. The result is 0 (inactive).